The task is: Predict which catalyst facilitates the given reaction.. This data is from Catalyst prediction with 721,799 reactions and 888 catalyst types from USPTO. (1) Reactant: [CH3:1][C:2]1[C:7]([C:8]([O:10][CH2:11][C:12]2[CH:17]=[CH:16][CH:15]=[CH:14][CH:13]=2)=[O:9])=[CH:6][N:5]=[C:4]([S:18][CH3:19])[N:3]=1.ClC1C=CC=C(C(OO)=[O:28])C=1.O. The catalyst class is: 25. Product: [CH3:1][C:2]1[C:7]([C:8]([O:10][CH2:11][C:12]2[CH:17]=[CH:16][CH:15]=[CH:14][CH:13]=2)=[O:9])=[CH:6][N:5]=[C:4]([S:18]([CH3:19])=[O:28])[N:3]=1. (2) Reactant: [CH3:1][N:2]1[C:10]([C:11]2[CH:16]=[CH:15][C:14]([O:17][C:18]([F:21])([F:20])[F:19])=[CH:13][CH:12]=2)=[C:9]2[C:4]([C:5]3[CH:25]=[CH:24][C:23]([CH:26]=O)=[CH:22][C:6]=3[CH2:7][CH2:8]2)=[N:3]1.C(O)C.[NH2:31][NH:32][C:33]([NH:35][C:36]1[C:41]([CH3:42])=[CH:40][CH:39]=[CH:38][C:37]=1[CH3:43])=[S:34]. Product: [CH3:42][C:41]1[CH:40]=[CH:39][CH:38]=[C:37]([CH3:43])[C:36]=1[NH:35][C:33]([NH:32]/[N:31]=[CH:26]/[C:23]1[CH:24]=[CH:25][C:5]2[C:4]3[C:9](=[C:10]([C:11]4[CH:12]=[CH:13][C:14]([O:17][C:18]([F:21])([F:19])[F:20])=[CH:15][CH:16]=4)[N:2]([CH3:1])[N:3]=3)[CH2:8][CH2:7][C:6]=2[CH:22]=1)=[S:34]. The catalyst class is: 8.